This data is from HIV replication inhibition screening data with 41,000+ compounds from the AIDS Antiviral Screen. The task is: Binary Classification. Given a drug SMILES string, predict its activity (active/inactive) in a high-throughput screening assay against a specified biological target. (1) The drug is [N-]=[N+]=NC1=C(N=[N+]=[N-])c2cccc3cccc(c23)C1=O. The result is 0 (inactive). (2) The drug is CC1OC(OC2CC(O)(C(=O)CO)Cc3c(O)c4c(c(O)c32)C(=O)c2ccccc2C4=O)CC(N)C1O. The result is 0 (inactive). (3) The drug is O=C(c1cccs1)N(C(=S)N1CCN(c2ccccn2)CC1)c1ccccc1. The result is 0 (inactive).